The task is: Predict the product of the given reaction.. This data is from Forward reaction prediction with 1.9M reactions from USPTO patents (1976-2016). Given the reactants [OH-].[Na+].Cl.[O:4]1[C:8]2([CH2:13][CH2:12][NH:11][CH2:10][CH2:9]2)[O:7][CH2:6][CH2:5]1.[Cl-].[Na+], predict the reaction product. The product is: [O:4]1[C:8]2([CH2:13][CH2:12][NH:11][CH2:10][CH2:9]2)[O:7][CH2:6][CH2:5]1.